Dataset: Catalyst prediction with 721,799 reactions and 888 catalyst types from USPTO. Task: Predict which catalyst facilitates the given reaction. (1) Reactant: [F:1][C:2]1[CH:9]=[C:8]([CH2:10][CH2:11][OH:12])[CH:7]=[CH:6][C:3]=1[C:4]#[N:5].[CH3:13][S:14](Cl)(=[O:16])=[O:15]. Product: [CH3:13][S:14]([O:12][CH2:11][CH2:10][C:8]1[CH:7]=[CH:6][C:3]([C:4]#[N:5])=[C:2]([F:1])[CH:9]=1)(=[O:16])=[O:15]. The catalyst class is: 2. (2) Reactant: [O:1]=[C:2]1[CH2:6][CH2:5][C@H:4]([CH2:7][O:8]C(C2C=CC=CC=2)(C2C=CC=CC=2)C2C=CC=CC=2)[N:3]1[C:28]1[CH:35]=[CH:34][C:31]([C:32]#[N:33])=[C:30]([C:36]([F:39])([F:38])[F:37])[CH:29]=1.Cl. Product: [OH:8][CH2:7][C@H:4]1[CH2:5][CH2:6][C:2](=[O:1])[N:3]1[C:28]1[CH:35]=[CH:34][C:31]([C:32]#[N:33])=[C:30]([C:36]([F:39])([F:37])[F:38])[CH:29]=1. The catalyst class is: 38. (3) Reactant: Br[C:2]1[CH:7]=[CH:6][C:5]([C:8]2[CH:9]=[N:10][C:11]3[N:12]([C:14]([C:17]4([C:20]5[CH:21]=[C:22]6[C:27](=[CH:28][CH:29]=5)[N:26]=[CH:25][CH:24]=[CH:23]6)[CH2:19][CH2:18]4)=[CH:15][N:16]=3)[CH:13]=2)=[CH:4][C:3]=1[F:30].[NH:31]1[CH2:35][CH2:34][CH2:33][C:32]1=[O:36].CN[C@H]1CCCC[C@@H]1NC.C(=O)([O-])[O-].[K+].[K+]. Product: [F:30][C:3]1[CH:4]=[C:5]([C:8]2[CH:9]=[N:10][C:11]3[N:12]([C:14]([C:17]4([C:20]5[CH:21]=[C:22]6[C:27](=[CH:28][CH:29]=5)[N:26]=[CH:25][CH:24]=[CH:23]6)[CH2:19][CH2:18]4)=[CH:15][N:16]=3)[CH:13]=2)[CH:6]=[CH:7][C:2]=1[N:31]1[CH2:35][CH2:34][CH2:33][C:32]1=[O:36]. The catalyst class is: 185. (4) Reactant: [NH2:1][C:2]1[CH:7]=[CH:6][CH:5]=[CH:4][C:3]=1[NH:8][C:9]([CH:11]1[CH2:14][N:13]([C:15]2[CH:20]=[C:19]([N:21]3[C:25]([CH3:26])=[N:24][C:23]([CH3:27])=[N:22]3)[N:18]=[C:17]([CH3:28])[N:16]=2)[CH2:12]1)=O. Product: [CH3:27][C:23]1[N:24]=[C:25]([CH3:26])[N:21]([C:19]2[N:18]=[C:17]([CH3:28])[N:16]=[C:15]([N:13]3[CH2:14][CH:11]([C:9]4[NH:8][C:3]5[CH:4]=[CH:5][CH:6]=[CH:7][C:2]=5[N:1]=4)[CH2:12]3)[CH:20]=2)[N:22]=1. The catalyst class is: 15.